Dataset: Full USPTO retrosynthesis dataset with 1.9M reactions from patents (1976-2016). Task: Predict the reactants needed to synthesize the given product. (1) Given the product [OH:37][C@@H:35]([CH3:36])[C:33]([N:1]1[CH2:2][CH2:3][CH:4]([NH:7][C:8]([C:10]2[C:14]3[N:15]=[CH:16][N:17]=[C:18]([C:19]4[CH:24]=[CH:23][C:22]([O:25][CH3:26])=[CH:21][C:20]=4[O:27][CH2:28][CH:29]4[CH2:30][CH2:31]4)[C:13]=3[NH:12][CH:11]=2)=[O:9])[CH2:5][CH2:6]1)=[O:34], predict the reactants needed to synthesize it. The reactants are: [NH:1]1[CH2:6][CH2:5][CH:4]([NH:7][C:8]([C:10]2[C:14]3[N:15]=[CH:16][N:17]=[C:18]([C:19]4[CH:24]=[CH:23][C:22]([O:25][CH3:26])=[CH:21][C:20]=4[O:27][CH2:28][CH:29]4[CH2:31][CH2:30]4)[C:13]=3[NH:12][CH:11]=2)=[O:9])[CH2:3][CH2:2]1.Cl[C:33]([C@@H:35]([O:37]C(=O)C)[CH3:36])=[O:34]. (2) Given the product [Cl:1][C:2]1[CH:3]=[CH:4][C:5]([C:8]2[CH:9]=[C:10]([NH:20][C:27]([C:26]3[C:22]([CH3:21])=[N:23][O:24][CH:25]=3)=[O:28])[CH:11]=[N:12][C:13]=2[O:14][CH2:15][C:16]([F:17])([F:18])[F:19])=[CH:6][CH:7]=1, predict the reactants needed to synthesize it. The reactants are: [Cl:1][C:2]1[CH:7]=[CH:6][C:5]([C:8]2[CH:9]=[C:10]([NH2:20])[CH:11]=[N:12][C:13]=2[O:14][CH2:15][C:16]([F:19])([F:18])[F:17])=[CH:4][CH:3]=1.[CH3:21][C:22]1[C:26]([C:27](O)=[O:28])=[CH:25][O:24][N:23]=1. (3) Given the product [CH2:11]([O:10][C:8](=[O:9])/[CH:7]=[CH:6]/[C:5]1[CH:4]=[CH:3][C:2]([NH:1][C:23](=[O:26])[C:20]([NH2:15])([CH3:19])[CH3:28])=[CH:14][CH:13]=1)[CH3:12], predict the reactants needed to synthesize it. The reactants are: [NH2:1][C:2]1[CH:14]=[CH:13][C:5]([CH:6]=[CH:7][C:8]([O:10][CH2:11][CH3:12])=[O:9])=[CH:4][CH:3]=1.[N:15]1[CH:20]=[CH:19]C=CC=1.[OH-].[Na+].[C:23]([O-:26])(O)=O.[Na+].[CH2:28](Cl)Cl. (4) Given the product [C:1]([C:5]1[CH:29]=[C:8]2[N:9]=[C:10]([CH3:28])[C:11]([CH:20]([CH2:25][CH2:26][CH3:27])[C:21]([OH:23])=[O:22])=[C:12]([C:13]3[CH:18]=[CH:17][C:16]([Cl:19])=[CH:15][CH:14]=3)[N:7]2[N:6]=1)([CH3:3])([CH3:4])[CH3:2], predict the reactants needed to synthesize it. The reactants are: [C:1]([C:5]1[CH:29]=[C:8]2[N:9]=[C:10]([CH3:28])[C:11]([CH:20]([CH2:25][CH2:26][CH3:27])[C:21]([O:23]C)=[O:22])=[C:12]([C:13]3[CH:18]=[CH:17][C:16]([Cl:19])=[CH:15][CH:14]=3)[N:7]2[N:6]=1)([CH3:4])([CH3:3])[CH3:2].[OH-].[Li+].[OH-].[Na+]. (5) Given the product [Cl:8][C:5]1[C:4]([NH:9][S:10]([C:13]2[CH:18]=[CH:17][CH:16]=[CH:15][CH:14]=2)(=[O:12])=[O:11])=[CH:3][C:2]([C:43]2[CH:44]=[C:45]3[C:50](=[CH:51][CH:52]=2)[N:49]=[CH:48][N:47]=[CH:46]3)=[CH:7][N:6]=1, predict the reactants needed to synthesize it. The reactants are: Br[C:2]1[CH:3]=[C:4]([NH:9][S:10]([C:13]2[CH:18]=[CH:17][CH:16]=[CH:15][CH:14]=2)(=[O:12])=[O:11])[C:5]([Cl:8])=[N:6][CH:7]=1.B1(B2OC(C)(C)C(C)(C)O2)OC(C)(C)C(C)(C)O1.C([O-])(=O)C.[K+].Br[C:43]1[CH:44]=[C:45]2[C:50](=[CH:51][CH:52]=1)[N:49]=[CH:48][N:47]=[CH:46]2.C(=O)([O-])[O-].[Na+].[Na+]. (6) Given the product [CH3:1][O:2][C:3]1[CH:4]=[C:5]([CH:31]=[CH:32][C:33]=1[O:34][CH3:35])[CH2:6][CH:7]1[C:16]2[C:11](=[C:12]([O:18][CH3:19])[CH:13]=[CH:14][C:15]=2[O:17][CH2:37][CH2:38][F:39])[CH2:10][CH2:9][N:8]1[CH2:20][C:21]([NH:23][CH2:24][C:25]1[CH:30]=[CH:29][CH:28]=[CH:27][N:26]=1)=[O:22], predict the reactants needed to synthesize it. The reactants are: [CH3:1][O:2][C:3]1[CH:4]=[C:5]([CH:31]=[CH:32][C:33]=1[O:34][CH3:35])[CH2:6][CH:7]1[C:16]2[C:11](=[C:12]([O:18][CH3:19])[CH:13]=[CH:14][C:15]=2[OH:17])[CH2:10][CH2:9][N:8]1[CH2:20][C:21]([NH:23][CH2:24][C:25]1[CH:30]=[CH:29][CH:28]=[CH:27][N:26]=1)=[O:22].Br[CH2:37][CH2:38][F:39]. (7) Given the product [CH2:1]([N:8]1[C:17]2[C:12](=[C:13]([C:18]3[CH:23]=[CH:22][C:21]([CH3:24])=[CH:20][C:19]=3[CH3:25])[CH:14]=[CH:15][CH:16]=2)[C:11](=[O:26])[C:10]([CH:27]=[O:28])=[N:9]1)[C:2]1[CH:7]=[CH:6][CH:5]=[CH:4][CH:3]=1, predict the reactants needed to synthesize it. The reactants are: [CH2:1]([N:8]1[C:17]2[C:12](=[C:13]([C:18]3[CH:23]=[CH:22][C:21]([CH3:24])=[CH:20][C:19]=3[CH3:25])[CH:14]=[CH:15][CH:16]=2)[C:11](=[O:26])[C:10]([CH2:27][OH:28])=[N:9]1)[C:2]1[CH:7]=[CH:6][CH:5]=[CH:4][CH:3]=1.CC(OI1(OC(C)=O)(OC(C)=O)OC(=O)C2C=CC=CC1=2)=O.